The task is: Predict which catalyst facilitates the given reaction.. This data is from Catalyst prediction with 721,799 reactions and 888 catalyst types from USPTO. (1) Reactant: Cl.C(OC(=O)[NH:8][CH2:9][CH2:10][CH2:11][C:12]1[CH:13]=[N:14][C:15]([CH3:39])=[C:16]([NH:18][C:19]2[N:20]=[CH:21][C:22]3[CH2:23][C:24](=[O:38])[NH:25][C:26]4[CH:33]=[C:32]([C:34]([F:37])([F:36])[F:35])[CH:31]=[CH:30][C:27]=4[C:28]=3[N:29]=2)[CH:17]=1)(C)(C)C. Product: [NH2:8][CH2:9][CH2:10][CH2:11][C:12]1[CH:17]=[C:16]([NH:18][C:19]2[N:20]=[CH:21][C:22]3[CH2:23][C:24](=[O:38])[NH:25][C:26]4[CH:33]=[C:32]([C:34]([F:37])([F:36])[F:35])[CH:31]=[CH:30][C:27]=4[C:28]=3[N:29]=2)[C:15]([CH3:39])=[N:14][CH:13]=1. The catalyst class is: 12. (2) Reactant: [Br:1][C:2]1[C:11]2[C:10]([S:12]([N:15]3[CH2:20][CH2:19][N:18](C(OC(C)(C)C)=O)[CH2:17][C@@H:16]3[CH3:28])(=[O:14])=[O:13])=[CH:9][CH:8]=[CH:7][C:6]=2[CH:5]=[N:4][CH:3]=1.O1CCOCC1.[ClH:35]. Product: [ClH:35].[ClH:35].[Br:1][C:2]1[C:11]2[C:10]([S:12]([N:15]3[CH2:20][CH2:19][NH:18][CH2:17][C@@H:16]3[CH3:28])(=[O:13])=[O:14])=[CH:9][CH:8]=[CH:7][C:6]=2[CH:5]=[N:4][CH:3]=1. The catalyst class is: 22. (3) Reactant: [N:1]([C:4]1[CH:14]=[CH:13][C:7]([C:8]([NH:10][CH2:11][CH3:12])=[O:9])=[CH:6][CH:5]=1)=[N+:2]=[N-:3].[C:15]1([CH2:21][C:22](=O)[CH2:23][C:24]([O:26]CC)=[O:25])[CH:20]=[CH:19][CH:18]=[CH:17][CH:16]=1.[O-]CC.[Na+].C(=O)([O-])[O-].[Na+].[Na+]. Product: [CH2:21]([C:22]1[N:1]([C:4]2[CH:5]=[CH:6][C:7]([C:8]([NH:10][CH2:11][CH3:12])=[O:9])=[CH:13][CH:14]=2)[N:2]=[N:3][C:23]=1[C:24]([OH:26])=[O:25])[C:15]1[CH:20]=[CH:19][CH:18]=[CH:17][CH:16]=1. The catalyst class is: 8. (4) Reactant: [C:1]([NH2:4])(=[S:3])[CH3:2].Br[CH:6]([C:12](OCC)=[O:13])[C:7]([O:9][CH2:10][CH3:11])=[O:8]. Product: [CH2:10]([O:9][C:7]([C:6]1[S:3][C:1]([CH3:2])=[N:4][C:12]=1[OH:13])=[O:8])[CH3:11]. The catalyst class is: 11. (5) Reactant: [CH3:1][N:2]([CH3:11])[S:3]([N:6]1[CH:10]=[CH:9][N:8]=[CH:7]1)(=[O:5])=[O:4].[Li]CCCC.[Si:17](Cl)([C:20]([CH3:23])([CH3:22])[CH3:21])([CH3:19])[CH3:18]. Product: [CH3:1][N:2]([CH3:11])[S:3]([N:6]1[CH:10]=[CH:9][N:8]=[C:7]1[Si:17]([C:20]([CH3:23])([CH3:22])[CH3:21])([CH3:19])[CH3:18])(=[O:4])=[O:5]. The catalyst class is: 20. (6) Reactant: [F:1][C:2]1[CH:3]=[N:4][C:5]([C@@H:8]([NH2:10])[CH3:9])=[N:6][CH:7]=1.Cl[C:12]1[N:17]=[C:16]([NH:18][C:19]2[CH:23]=[C:22]([CH3:24])[NH:21][N:20]=2)[C:15]([C:25]([F:28])([F:27])[F:26])=[CH:14][N:13]=1.CCN(C(C)C)C(C)C. Product: [F:1][C:2]1[CH:3]=[N:4][C:5]([C@@H:8]([NH:10][C:12]2[N:17]=[C:16]([NH:18][C:19]3[CH:23]=[C:22]([CH3:24])[NH:21][N:20]=3)[C:15]([C:25]([F:26])([F:28])[F:27])=[CH:14][N:13]=2)[CH3:9])=[N:6][CH:7]=1. The catalyst class is: 114. (7) Reactant: [NH2:1][C:2]1[CH:7]=[CH:6][C:5]([CH2:8][S:9]([NH:12][CH3:13])(=[O:11])=[O:10])=[CH:4][CH:3]=1.[I:14]Cl. Product: [NH2:1][C:2]1[CH:7]=[CH:6][C:5]([CH2:8][S:9]([NH:12][CH3:13])(=[O:11])=[O:10])=[CH:4][C:3]=1[I:14]. The catalyst class is: 10. (8) Reactant: [CH2:1]([O:8][C:9]1[CH:14]=[C:13](/[CH:15]=[CH:16]/[C@@H:17]2[CH2:26][C:25]3[C:20](=[CH:21][CH:22]=[CH:23][CH:24]=3)[CH2:19][NH:18]2)[CH:12]=[CH:11][C:10]=1[N:27]1[S:31](=[O:33])(=[O:32])[N:30]([CH2:34][CH2:35][Si:36]([CH3:39])([CH3:38])[CH3:37])[C:29](=[O:40])[CH2:28]1)[C:2]1[CH:7]=[CH:6][CH:5]=[CH:4][CH:3]=1.C(N(CC)CC)C.[CH3:48][S:49](Cl)(=[O:51])=[O:50]. The catalyst class is: 91. Product: [CH2:1]([O:8][C:9]1[CH:14]=[C:13](/[CH:15]=[CH:16]/[C@@H:17]2[CH2:26][C:25]3[C:20](=[CH:21][CH:22]=[CH:23][CH:24]=3)[CH2:19][N:18]2[S:49]([CH3:48])(=[O:51])=[O:50])[CH:12]=[CH:11][C:10]=1[N:27]1[S:31](=[O:32])(=[O:33])[N:30]([CH2:34][CH2:35][Si:36]([CH3:38])([CH3:37])[CH3:39])[C:29](=[O:40])[CH2:28]1)[C:2]1[CH:3]=[CH:4][CH:5]=[CH:6][CH:7]=1. (9) Reactant: [CH2:1]([NH:8][C:9]([N:11]1[CH2:16][CH2:15][O:14][CH2:13][CH:12]1[C:17]([O:19]C)=O)=[O:10])[C:2]1[CH:7]=[CH:6][CH:5]=[CH:4][CH:3]=1. Product: [CH2:1]([N:8]1[C:17](=[O:19])[CH:12]2[CH2:13][O:14][CH2:15][CH2:16][N:11]2[C:9]1=[O:10])[C:2]1[CH:3]=[CH:4][CH:5]=[CH:6][CH:7]=1. The catalyst class is: 14. (10) Product: [CH3:41][N:37]1[C:30]2=[N:31][CH:32]=[C:33]([C:34]([NH2:36])=[O:35])[C:28]([NH:27][CH2:26][CH2:25][NH:24][C:5](=[O:6])/[CH:4]=[CH:3]/[C:2]([F:9])([F:8])[F:1])=[C:29]2[C:39]([CH3:40])=[N:38]1. The catalyst class is: 306. Reactant: [F:1][C:2]([F:9])([F:8])/[CH:3]=[CH:4]/[C:5](O)=[O:6].C(Cl)(=O)C(Cl)=O.FC(F)(F)S(O)(=O)=O.[NH2:24][CH2:25][CH2:26][NH:27][C:28]1[C:33]([C:34]([NH2:36])=[O:35])=[CH:32][N:31]=[C:30]2[N:37]([CH3:41])[N:38]=[C:39]([CH3:40])[C:29]=12.C(N(C(C)C)CC)(C)C.